From a dataset of Forward reaction prediction with 1.9M reactions from USPTO patents (1976-2016). Predict the product of the given reaction. (1) Given the reactants [CH3:1][O:2][C:3]1[CH:4]=[C:5]([CH:11]=[CH:12][CH:13]=1)[O:6][CH2:7][C:8]([OH:10])=O.ON1C2C=CC=CC=2N=N1.C(N=C=NCCCN(C)C)C.CN1CCOCC1.[NH2:42][C:43]1[CH:48]=[CH:47][CH:46]=[CH:45][C:44]=1[NH:49][C:50]([C:52]1[S:60][C:55]2[CH2:56][NH:57][CH2:58][CH2:59][C:54]=2[CH:53]=1)=[O:51], predict the reaction product. The product is: [NH2:42][C:43]1[CH:48]=[CH:47][CH:46]=[CH:45][C:44]=1[NH:49][C:50]([C:52]1[S:60][C:55]2[CH2:56][N:57]([C:8](=[O:10])[CH2:7][O:6][C:5]3[CH:11]=[CH:12][CH:13]=[C:3]([O:2][CH3:1])[CH:4]=3)[CH2:58][CH2:59][C:54]=2[CH:53]=1)=[O:51]. (2) Given the reactants [N:1]1[C:6]2[NH:7][C:8]3[CH:18]=[N:17][CH:16]=[CH:15][C:9]=3/[C:10](=[N:13]/[OH:14])/[C:11](=O)[C:5]=2[CH:4]=[CH:3][CH:2]=1.C([O-])(=O)C.[NH4+:23].[CH3:24][C:25]1[N:29]([CH:30]2[CH2:35][CH2:34][CH2:33][CH2:32][O:31]2)[N:28]=[C:27]([C:36]([F:39])([F:38])[F:37])[C:26]=1[CH:40]=O, predict the reaction product. The product is: [CH3:24][C:25]1[N:29]([CH:30]2[CH2:35][CH2:34][CH2:33][CH2:32][O:31]2)[N:28]=[C:27]([C:36]([F:39])([F:38])[F:37])[C:26]=1[C:40]1[N:13]([OH:14])[C:10]2[C:9]3[CH:15]=[CH:16][N:17]=[CH:18][C:8]=3[NH:7][C:6]3[N:1]=[CH:2][CH:3]=[CH:4][C:5]=3[C:11]=2[N:23]=1. (3) Given the reactants Cl[C:2]1[C:7]([CH:8]=[CH:9][C:10]([NH:12][CH2:13][C:14]2[CH:19]=[C:18]([F:20])[C:17]([NH:21][S:22]([CH3:25])(=[O:24])=[O:23])=[C:16]([C:26]#[CH:27])[CH:15]=2)=[O:11])=[CH:6][CH:5]=[C:4]([C:28]([F:31])([F:30])[F:29])[N:3]=1.[CH:32]1([NH2:37])[CH2:36][CH2:35][CH2:34][CH2:33]1, predict the reaction product. The product is: [CH:32]1([NH:37][C:2]2[C:7]([CH:8]=[CH:9][C:10]([NH:12][CH2:13][C:14]3[CH:19]=[C:18]([F:20])[C:17]([NH:21][S:22]([CH3:25])(=[O:24])=[O:23])=[C:16]([C:26]#[CH:27])[CH:15]=3)=[O:11])=[CH:6][CH:5]=[C:4]([C:28]([F:29])([F:30])[F:31])[N:3]=2)[CH2:36][CH2:35][CH2:34][CH2:33]1. (4) Given the reactants Br[C:2]1[CH:3]=[CH:4][C:5]([CH3:19])=[C:6]([CH:18]=1)[O:7][C:8]1[CH:13]=[CH:12][C:11]([C:14]([F:17])([F:16])[F:15])=[CH:10][N:9]=1.C([O:23][B:24](OC(C)C)[O:25]C(C)C)(C)C.C1COCC1.[Li]CCCC, predict the reaction product. The product is: [CH3:19][C:5]1[CH:4]=[CH:3][C:2]([B:24]([OH:25])[OH:23])=[CH:18][C:6]=1[O:7][C:8]1[CH:13]=[CH:12][C:11]([C:14]([F:17])([F:16])[F:15])=[CH:10][N:9]=1. (5) Given the reactants Cl[CH2:2][C:3]1[N:4]=[C:5]([C:8]2[CH:17]=[CH:16][C:11]([C:12]([O:14][CH3:15])=[O:13])=[CH:10][CH:9]=2)[S:6][CH:7]=1.C(=O)(O)[O-].[Na+].[C:23]([C:25]1[C:26]([C:35]2[CH:40]=[CH:39][CH:38]=[CH:37][CH:36]=2)=[C:27]2[CH2:34][CH2:33][CH2:32][C:28]2=[N:29][C:30]=1[S-:31])#[N:24].[Na+], predict the reaction product. The product is: [C:23]([C:25]1[C:26]([C:35]2[CH:40]=[CH:39][CH:38]=[CH:37][CH:36]=2)=[C:27]2[CH2:34][CH2:33][CH2:32][C:28]2=[N:29][C:30]=1[S:31][CH2:2][C:3]1[N:4]=[C:5]([C:8]2[CH:17]=[CH:16][C:11]([C:12]([O:14][CH3:15])=[O:13])=[CH:10][CH:9]=2)[S:6][CH:7]=1)#[N:24]. (6) Given the reactants CC([NH:4][C@@H:5]1[C:21]2[C:14](=[CH:15][CH:16]=[C:17]([S:22][CH3:23])[C:18]([CH:20]=2)=[O:19])[C:13]2[C:8](=[CH:9][C:10]([O:28][CH3:29])=[C:11]([O:26][CH3:27])[C:12]=2[O:24][CH3:25])[CH2:7][CH2:6]1)=O.Cl, predict the reaction product. The product is: [CH3:29][O:28][C:10]1[CH:9]=[C:8]2[CH2:7][CH2:6][C@H:5]([NH2:4])[C:21]3[C:14](=[CH:15][CH:16]=[C:17]([S:22][CH3:23])[C:18]([CH:20]=3)=[O:19])[C:13]2=[C:12]([O:24][CH3:25])[C:11]=1[O:26][CH3:27]. (7) Given the reactants [Cl:1][C:2]1[S:40][C:5]2[NH:6][C:7]([C:9]([NH:11][C@@H:12]3[CH2:20][C:19]4[C:14](=[CH:15][CH:16]=[CH:17][CH:18]=4)[C@H:13]3[N:21]([C:31]([CH:33]3[CH2:37][O:36]C(C)(C)[O:34]3)=[O:32])[CH2:22][CH2:23][O:24]C3CCCCO3)=[O:10])=[CH:8][C:4]=2[CH:3]=1, predict the reaction product. The product is: [Cl:1][C:2]1[S:40][C:5]2[NH:6][C:7]([C:9]([NH:11][C@@H:12]3[CH2:20][C:19]4[C:14](=[CH:15][CH:16]=[CH:17][CH:18]=4)[C@H:13]3[N:21]([C:31](=[O:32])[CH:33]([CH2:37][OH:36])[OH:34])[CH2:22][CH2:23][OH:24])=[O:10])=[CH:8][C:4]=2[CH:3]=1. (8) Given the reactants [CH3:1][C:2]1[CH:8]=[CH:7][CH:6]=[C:5]([CH3:9])[C:3]=1[NH2:4].[Cl:10][CH2:11][C:12](Cl)=[O:13], predict the reaction product. The product is: [CH3:1][C:2]1[CH:8]=[CH:7][CH:6]=[C:5]([CH3:9])[C:3]=1[NH:4][C:12](=[O:13])[CH2:11][Cl:10]. (9) Given the reactants C(N(CC)CC)C.[NH2:8][C@H:9]([CH3:16])[C@@H:10]([CH2:14][CH3:15])[C:11]([OH:13])=[O:12].[CH3:17][C:18]([O:21][C:22](O[C:22]([O:21][C:18]([CH3:20])([CH3:19])[CH3:17])=[O:23])=[O:23])([CH3:20])[CH3:19], predict the reaction product. The product is: [C:18]([O:21][C:22]([NH:8][C@H:9]([CH3:16])[C@@H:10]([CH2:14][CH3:15])[C:11]([OH:13])=[O:12])=[O:23])([CH3:20])([CH3:19])[CH3:17]. (10) Given the reactants [F:1][C:2]1[CH:3]=[C:4]([C:8]2[N:13]=[CH:12][C:11]([C:14]([NH:16][C@H:17]3[CH2:22][CH2:21][C@H:20]([C:23](O)=[O:24])[CH2:19][CH2:18]3)=[O:15])=[CH:10][CH:9]=2)[CH:5]=[CH:6][CH:7]=1.C(OC([N:33]1[CH2:38][CH2:37][CH:36]([NH:39][CH3:40])[CH2:35][CH2:34]1)=O)(C)(C)C, predict the reaction product. The product is: [F:1][C:2]1[CH:3]=[C:4]([C:8]2[CH:9]=[CH:10][C:11]([C:14]([NH:16][C@H:17]3[CH2:22][CH2:21][C@H:20]([C:23](=[O:24])[N:39]([CH3:40])[CH:36]4[CH2:37][CH2:38][NH:33][CH2:34][CH2:35]4)[CH2:19][CH2:18]3)=[O:15])=[CH:12][N:13]=2)[CH:5]=[CH:6][CH:7]=1.